This data is from Forward reaction prediction with 1.9M reactions from USPTO patents (1976-2016). The task is: Predict the product of the given reaction. (1) Given the reactants [NH2:1][CH2:2][C:3]1[CH:4]=[N:5][CH:6]=[CH:7][CH:8]=1.[Cl:9][C:10]1[CH:15]=[CH:14][N:13]=[C:12]2[CH:16]=[C:17]([C:19]([O-])=[O:20])[S:18][C:11]=12.[Li+], predict the reaction product. The product is: [N:5]1[CH:6]=[CH:7][CH:8]=[C:3]([CH2:2][NH:1][C:19]([C:17]2[S:18][C:11]3[C:12](=[N:13][CH:14]=[CH:15][C:10]=3[Cl:9])[CH:16]=2)=[O:20])[CH:4]=1. (2) Given the reactants [C:1]([CH:3]1[CH2:7][CH2:6][N:5]([C:8](OC(C)(C)C)=O)[CH2:4]1)#[N:2].C(O)(C(F)(F)F)=O.FC1[CH:28]=[CH:27][C:26]([S:29]([CH3:32])(=[O:31])=[O:30])=[CH:25][CH:24]=1.C([O-])([O-])=O.[K+].[K+], predict the reaction product. The product is: [CH3:32][S:29]([C:26]1[CH:27]=[CH:28][C:8]([N:5]2[CH2:6][CH2:7][CH:3]([C:1]#[N:2])[CH2:4]2)=[CH:24][CH:25]=1)(=[O:31])=[O:30]. (3) Given the reactants [C:1]1([C:7]2[CH:12]=[CH:11][CH:10]=[CH:9][C:8]=2[OH:13])[CH:6]=[CH:5][CH:4]=[CH:3][CH:2]=1.Br[CH2:15][CH2:16][CH2:17][CH2:18][CH2:19][CH2:20][OH:21].C(=O)([O-])[O-].[Na+].[Na+], predict the reaction product. The product is: [C:1]1([C:7]2[CH:12]=[CH:11][CH:10]=[CH:9][C:8]=2[O:13][CH2:15][CH2:16][CH2:17][CH2:18][CH2:19][CH2:20][OH:21])[CH:2]=[CH:3][CH:4]=[CH:5][CH:6]=1. (4) Given the reactants S(=O)(=O)(O)O.[C:6]([C:8]1[CH:9]=[N:10][CH:11]=[CH:12][CH:13]=1)#[N:7].[CH3:14][O:15][C:16]1[C:24]2[O:23][C:22]([CH3:26])([CH3:25])[CH2:21][C:20]=2[CH:19]=[C:18]([CH:27]=[C:28]([CH3:30])[CH3:29])[CH:17]=1, predict the reaction product. The product is: [CH3:14][O:15][C:16]1[CH:17]=[C:18]2[C:19](=[C:20]3[CH2:21][C:22]([CH3:26])([CH3:25])[O:23][C:24]=13)[C:6]([C:8]1[CH:9]=[N:10][CH:11]=[CH:12][CH:13]=1)=[N:7][C:28]([CH3:30])([CH3:29])[CH2:27]2. (5) Given the reactants Br[CH2:2][C:3](=O)[CH:4]([CH3:6])[CH3:5].[NH2:8][C:9](=[S:15])[C:10]([O:12][CH2:13][CH3:14])=[O:11], predict the reaction product. The product is: [CH:4]([C:3]1[N:8]=[C:9]([C:10]([O:12][CH2:13][CH3:14])=[O:11])[S:15][CH:2]=1)([CH3:6])[CH3:5]. (6) Given the reactants Br[C:2]1[CH:7]=[CH:6][C:5]([C@@H:8]([N:10]2[CH2:15][CH2:14][C@:13]([CH2:22][CH2:23][CH2:24][N:25]3[CH2:29][CH2:28][CH2:27][S:26]3(=[O:31])=[O:30])([C:16]3[CH:21]=[CH:20][CH:19]=[CH:18][CH:17]=3)[O:12][C:11]2=[O:32])[CH3:9])=[CH:4][CH:3]=1.[CH3:33][C:34]1[CH:39]=[C:38](B(O)O)[CH:37]=[CH:36][N:35]=1, predict the reaction product. The product is: [O:30]=[S:26]1(=[O:31])[CH2:27][CH2:28][CH2:29][N:25]1[CH2:24][CH2:23][CH2:22][C@@:13]1([C:16]2[CH:21]=[CH:20][CH:19]=[CH:18][CH:17]=2)[O:12][C:11](=[O:32])[N:10]([C@H:8]([C:5]2[CH:6]=[CH:7][C:2]([C:38]3[CH:37]=[CH:36][N:35]=[C:34]([CH3:33])[CH:39]=3)=[CH:3][CH:4]=2)[CH3:9])[CH2:15][CH2:14]1. (7) The product is: [NH2:3][C:6]1[CH:7]=[C:8]2[C:14]([O:15][CH2:16][CH2:17][OH:18])=[N:13][NH:12][C:9]2=[N:10][CH:11]=1. Given the reactants [Cl-].[NH4+].[N+:3]([C:6]1[CH:7]=[C:8]2[C:14]([O:15][CH2:16][CH2:17][OH:18])=[N:13][NH:12][C:9]2=[N:10][CH:11]=1)([O-])=O.O, predict the reaction product.